From a dataset of Reaction yield outcomes from USPTO patents with 853,638 reactions. Predict the reaction yield, written as a fraction of the theoretical maximum amount of product (1.0 means a 100% yield; for example, 0.34 means a 34% yield). (1) The reactants are [NH2:1][C:2]1[N:7]=[CH:6][N:5]=[C:4]2[N:8]([CH2:12][C:13]3[O:14][C:15]4[C:20]([C:21](=[O:29])[C:22]=3[C:23]3[CH:28]=[CH:27][CH:26]=[CH:25][CH:24]=3)=[CH:19][C:18]([F:30])=[CH:17][CH:16]=4)[N:9]=[C:10](I)[C:3]=12.C([N:38]1[C:46]2[C:41](=[CH:42][CH:43]=[C:44](B3OC(C)(C)C(C)(C)O3)[CH:45]=2)[C:40]([CH3:56])=[N:39]1)(OC(C)(C)C)=O.C(=O)([O-])[O-].[Na+].[Na+].ClCCl. The catalyst is CN(C=O)C.C(O)C.O. The product is [NH2:1][C:2]1[N:7]=[CH:6][N:5]=[C:4]2[N:8]([CH2:12][C:13]3[O:14][C:15]4[C:20]([C:21](=[O:29])[C:22]=3[C:23]3[CH:28]=[CH:27][CH:26]=[CH:25][CH:24]=3)=[CH:19][C:18]([F:30])=[CH:17][CH:16]=4)[N:9]=[C:10]([C:44]3[CH:45]=[C:46]4[C:41]([C:40]([CH3:56])=[N:39][NH:38]4)=[CH:42][CH:43]=3)[C:3]=12. The yield is 0.0400. (2) The reactants are [F:1][C:2]([F:6])([F:5])[CH2:3][NH2:4].[Cl:7][C:8]1[CH:9]=[C:10]2[C:14](=[CH:15][CH:16]=1)[N:13]([C:17]1[N:21]([CH3:22])[N:20]=[C:19]([CH3:23])[C:18]=1[CH2:24][CH2:25][S:26]([NH2:29])(=[O:28])=[O:27])[CH:12]=[CH:11]2.N12CCCN=C1CCCCC2.[Cl-].[NH4+].CN(C)[CH:45]=[O:46]. The catalyst is CN(C)C1C=CN=CC=1. The product is [Cl:7][C:8]1[CH:9]=[C:10]2[C:14](=[CH:15][CH:16]=1)[N:13]([C:17]1[N:21]([CH3:22])[N:20]=[C:19]([CH3:23])[C:18]=1[CH2:24][CH2:25][S:26]([NH:29][C:45]([NH:4][CH2:3][C:2]([F:6])([F:5])[F:1])=[O:46])(=[O:28])=[O:27])[CH:12]=[CH:11]2. The yield is 0.380. (3) The reactants are [F:1][C:2]([F:13])([F:12])[C:3]1[CH:11]=[CH:10][C:6]([C:7](Cl)=[O:8])=[CH:5][CH:4]=1.Cl.[C:15]([O:19][C:20](=[O:23])[CH2:21][NH2:22])([CH3:18])([CH3:17])[CH3:16].C(N(CC)CC)C. The catalyst is ClCCl. The product is [C:15]([O:19][C:20](=[O:23])[CH2:21][NH:22][C:7](=[O:8])[C:6]1[CH:10]=[CH:11][C:3]([C:2]([F:13])([F:12])[F:1])=[CH:4][CH:5]=1)([CH3:18])([CH3:17])[CH3:16]. The yield is 1.00. (4) The reactants are Br[CH2:2][CH2:3][CH2:4][CH2:5][CH2:6][CH2:7][CH2:8][CH2:9][CH2:10][CH2:11][CH2:12][CH2:13][OH:14].[N-:15]=[N+:16]=[N-:17].[Na+].C(=O)(O)[O-].[Na+]. The catalyst is C(O)(C)(C)C.[I-].C([N+](CCCC)(CCCC)CCCC)CCC. The product is [N:15]([CH2:2][CH2:3][CH2:4][CH2:5][CH2:6][CH2:7][CH2:8][CH2:9][CH2:10][CH2:11][CH2:12][CH2:13][OH:14])=[N+:16]=[N-:17]. The yield is 0.920. (5) The reactants are F[P-](F)(F)(F)(F)F.N1(OC(N(C)C)=[N+](C)C)C2C=CC=CC=2N=N1.[CH3:25][C@H:26]1[C:34]2[C:33]([N:35]3[CH2:40][CH2:39][NH:38][CH2:37][CH2:36]3)=[N:32][CH:31]=[N:30][C:29]=2[C@H:28]([OH:41])[CH2:27]1.C(N(CC)C(C)C)(C)C.[Cl:51][C:52]1[CH:57]=[CH:56][C:55]([C@@H:58]([CH2:62][NH:63][CH2:64][C:65]([OH:68])([CH3:67])[CH3:66])[C:59](O)=[O:60])=[CH:54][CH:53]=1.C(Cl)Cl. No catalyst specified. The product is [Cl:51][C:52]1[CH:53]=[CH:54][C:55]([C@@H:58]([CH2:62][NH:63][CH2:64][C:65]([OH:68])([CH3:66])[CH3:67])[C:59]([N:38]2[CH2:37][CH2:36][N:35]([C:33]3[C:34]4[C@H:26]([CH3:25])[CH2:27][C@@H:28]([OH:41])[C:29]=4[N:30]=[CH:31][N:32]=3)[CH2:40][CH2:39]2)=[O:60])=[CH:56][CH:57]=1. The yield is 0.510.